Dataset: Forward reaction prediction with 1.9M reactions from USPTO patents (1976-2016). Task: Predict the product of the given reaction. (1) The product is: [NH2:10][C:9]1[C:5]2[C:6](=[N:7][C:2]([NH2:1])=[C:3]([C:23]#[N:24])[C:4]=2[C:11]2[CH:16]=[C:15]([O:17][CH3:18])[C:14]([O:19][CH3:20])=[C:13]([O:21][CH3:22])[CH:12]=2)[S:8][C:29]=1[C:30](=[O:31])[C:32]1[CH:37]=[CH:36][C:35]([O:38][CH3:39])=[CH:34][CH:33]=1. Given the reactants [NH2:1][C:2]1[NH:7][C:6](=[S:8])[C:5]([C:9]#[N:10])=[C:4]([C:11]2[CH:16]=[C:15]([O:17][CH3:18])[C:14]([O:19][CH3:20])=[C:13]([O:21][CH3:22])[CH:12]=2)[C:3]=1[C:23]#[N:24].C(O)C.Br[CH2:29][C:30]([C:32]1[CH:37]=[CH:36][C:35]([O:38][CH3:39])=[CH:34][CH:33]=1)=[O:31], predict the reaction product. (2) Given the reactants P(Cl)(Cl)(Cl)=O.CN([CH:9]=[O:10])C.[CH3:11][C:12]1[NH:16][CH:15]=[C:14]([CH2:17][CH2:18][C:19]([OH:21])=[O:20])[C:13]=1[S:22]([C:25]1[CH:30]=[CH:29][C:28]([CH3:31])=[CH:27][CH:26]=1)(=[O:24])=[O:23].Cl, predict the reaction product. The product is: [CH:9]([C:15]1[NH:16][C:12]([CH3:11])=[C:13]([S:22]([C:25]2[CH:26]=[CH:27][C:28]([CH3:31])=[CH:29][CH:30]=2)(=[O:23])=[O:24])[C:14]=1[CH2:17][CH2:18][C:19]([OH:21])=[O:20])=[O:10]. (3) Given the reactants [CH3:1][C:2]1[CH:7]=[CH:6][C:5]([CH3:8])=[CH:4][N+:3]=1[O-].C(OC(=O)C)(=[O:12])C.[OH-].[Na+], predict the reaction product. The product is: [CH3:8][C:5]1[CH:6]=[CH:7][C:2]([CH2:1][OH:12])=[N:3][CH:4]=1. (4) Given the reactants [NH:1]1[CH:5]=[CH:4][CH:3]=[N:2]1.[OH-].[Na+].CN(C)C=O.F[C:14]1[CH:21]=[CH:20][C:17]([C:18]#[N:19])=[CH:16][CH:15]=1, predict the reaction product. The product is: [N:1]1([C:14]2[CH:21]=[CH:20][C:17]([C:18]#[N:19])=[CH:16][CH:15]=2)[CH:5]=[CH:4][CH:3]=[N:2]1. (5) Given the reactants [C:1]1([CH:7]([C:31]2[CH:36]=[CH:35][CH:34]=[CH:33][CH:32]=2)[N:8]2[C:16]3[C:11](=[CH:12][CH:13]=[CH:14][CH:15]=3)[C:10]([C:18]3[C:19]([OH:29])=[CH:20][C:21]4[O:25][C:24](=[O:26])[N:23]([CH3:27])[C:22]=4[CH:28]=3)(O)[C:9]2=[O:30])[CH:6]=[CH:5][CH:4]=[CH:3][CH:2]=1.C(N1C2C(=CC=CC=2)C(C2C(O)=CC3N(C)C(=O)COC=3C=2)(O)C1=O)(C1C=CC=CC=1)C1C=CC=CC=1.OC1C=CC2N(C)C(=O)OC=2C=1, predict the reaction product. The product is: [C:31]1([CH:7]([C:1]2[CH:2]=[CH:3][CH:4]=[CH:5][CH:6]=2)[N:8]2[C:16]3[C:11](=[CH:12][CH:13]=[CH:14][CH:15]=3)[CH:10]([C:18]3[C:19]([OH:29])=[CH:20][C:21]4[O:25][C:24](=[O:26])[N:23]([CH3:27])[C:22]=4[CH:28]=3)[C:9]2=[O:30])[CH:32]=[CH:33][CH:34]=[CH:35][CH:36]=1.